From a dataset of Full USPTO retrosynthesis dataset with 1.9M reactions from patents (1976-2016). Predict the reactants needed to synthesize the given product. (1) Given the product [Br:3][C:4]1[CH:5]=[N:6][N:7]([CH2:10][C:11]2([CH3:15])[CH2:14][O:13][CH2:12]2)[CH:8]=1, predict the reactants needed to synthesize it. The reactants are: [H-].[Na+].[Br:3][C:4]1[CH:5]=[N:6][NH:7][CH:8]=1.Br[CH2:10][C:11]1([CH3:15])[CH2:14][O:13][CH2:12]1. (2) Given the product [I:11][C:10]1[CH:9]=[CH:8][N:7]=[C:6]2[C:5]=1[CH2:4][CH2:3][CH2:2][NH:13]2, predict the reactants needed to synthesize it. The reactants are: Cl[CH2:2][CH2:3][CH2:4][C:5]1[C:6](F)=[N:7][CH:8]=[CH:9][C:10]=1[I:11].[NH4+:13].[OH-].C([O-])(=O)C.[NH4+].[I-].[K+].C(=O)([O-])[O-].[K+].[K+].